This data is from Reaction yield outcomes from USPTO patents with 853,638 reactions. The task is: Predict the reaction yield, written as a fraction of the theoretical maximum amount of product (1.0 means a 100% yield; for example, 0.34 means a 34% yield). The reactants are [CH3:1][O:2][C:3]([C:5]1[S:6][C:7]([Br:11])=[CH:8][C:9]=1[NH2:10])=[O:4].[CH2:12]1[O:22][C:15]2([CH2:20][CH2:19][C:18](=O)[CH2:17][CH2:16]2)[O:14][CH2:13]1.C1([SiH3])C=CC=CC=1. The catalyst is C1COCC1.C([Sn](Cl)(Cl)CCCC)CCC. The product is [CH3:1][O:2][C:3]([C:5]1[S:6][C:7]([Br:11])=[CH:8][C:9]=1[NH:10][CH:18]1[CH2:19][CH2:20][C:15]2([O:22][CH2:12][CH2:13][O:14]2)[CH2:16][CH2:17]1)=[O:4]. The yield is 0.920.